The task is: Regression. Given a peptide amino acid sequence and an MHC pseudo amino acid sequence, predict their binding affinity value. This is MHC class I binding data.. This data is from Peptide-MHC class I binding affinity with 185,985 pairs from IEDB/IMGT. (1) The peptide sequence is FGFNGTRA. The MHC is Mamu-B03 with pseudo-sequence Mamu-B03. The binding affinity (normalized) is 0. (2) The peptide sequence is ALDISFTGA. The MHC is HLA-B53:01 with pseudo-sequence HLA-B53:01. The binding affinity (normalized) is 0.213. (3) The peptide sequence is SSDPGTNTT. The MHC is HLA-A01:01 with pseudo-sequence HLA-A01:01. The binding affinity (normalized) is 0. (4) The peptide sequence is GPQREPYNEW. The MHC is Mamu-B17 with pseudo-sequence Mamu-B17. The binding affinity (normalized) is 0.0226. (5) The peptide sequence is SFEPIPIHY. The MHC is HLA-A33:01 with pseudo-sequence HLA-A33:01. The binding affinity (normalized) is 0.0435. (6) The peptide sequence is WEELGEEIRL. The MHC is Mamu-A11 with pseudo-sequence Mamu-A11. The binding affinity (normalized) is 0.589.